Dataset: Reaction yield outcomes from USPTO patents with 853,638 reactions. Task: Predict the reaction yield, written as a fraction of the theoretical maximum amount of product (1.0 means a 100% yield; for example, 0.34 means a 34% yield). The reactants are [F:1][CH:2]([F:46])[C:3]1[N:7]([C:8]2[N:13]=[C:12]([N:14]3[CH2:19][CH2:18][O:17][CH2:16][CH2:15]3)[N:11]=[C:10]([N:20]([CH2:34][CH2:35][CH2:36][N:37]([CH3:39])[CH3:38])[CH:21]3[CH2:26][CH2:25][N:24](C(OC(C)(C)C)=O)[CH2:23][CH2:22]3)[N:9]=2)[C:6]2[CH:40]=[CH:41][CH:42]=[C:43]([O:44][CH3:45])[C:5]=2[N:4]=1.C(O)(C(F)(F)F)=O. The catalyst is C(Cl)Cl. The product is [F:46][CH:2]([F:1])[C:3]1[N:7]([C:8]2[N:13]=[C:12]([N:14]3[CH2:15][CH2:16][O:17][CH2:18][CH2:19]3)[N:11]=[C:10]([N:20]([CH:21]3[CH2:26][CH2:25][NH:24][CH2:23][CH2:22]3)[CH2:34][CH2:35][CH2:36][N:37]([CH3:38])[CH3:39])[N:9]=2)[C:6]2[CH:40]=[CH:41][CH:42]=[C:43]([O:44][CH3:45])[C:5]=2[N:4]=1. The yield is 0.990.